This data is from Reaction yield outcomes from USPTO patents with 853,638 reactions. The task is: Predict the reaction yield, written as a fraction of the theoretical maximum amount of product (1.0 means a 100% yield; for example, 0.34 means a 34% yield). The reactants are I[C:2]1[CH:7]=[CH:6][N:5]=[CH:4][CH:3]=1.[Li]CCCC.CCCCCC.[CH3:19][O:20][C:21]1[CH:26]=[CH:25][C:24]([C:27]2[CH:28]=[CH:29][C:30]([C:33](=[O:35])[CH3:34])=[N:31][CH:32]=2)=[CH:23][CH:22]=1. The catalyst is C1COCC1. The product is [CH3:19][O:20][C:21]1[CH:22]=[CH:23][C:24]([C:27]2[CH:28]=[CH:29][C:30]([C:33]([C:2]3[CH:7]=[CH:6][N:5]=[CH:4][CH:3]=3)([OH:35])[CH3:34])=[N:31][CH:32]=2)=[CH:25][CH:26]=1. The yield is 0.330.